Dataset: Forward reaction prediction with 1.9M reactions from USPTO patents (1976-2016). Task: Predict the product of the given reaction. (1) The product is: [C:39]([O:42][C:43]([N:25]1[C:26]2[C:22](=[CH:21][CH:20]=[C:19]([O:18][Si:1]([C:14]([CH3:17])([CH3:15])[CH3:16])([C:2]3[CH:3]=[CH:4][CH:5]=[CH:6][CH:7]=3)[C:8]3[CH:9]=[CH:10][CH:11]=[CH:12][CH:13]=3)[CH:27]=2)[C:23]([CH:28]2[CH2:30][CH2:29]2)=[N:24]1)=[O:44])([CH3:41])([CH3:40])[CH3:38]. Given the reactants [Si:1]([O:18][C:19]1[CH:27]=[C:26]2[C:22]([C:23]([CH:28]3[CH2:30][CH2:29]3)=[N:24][NH:25]2)=[CH:21][CH:20]=1)([C:14]([CH3:17])([CH3:16])[CH3:15])([C:8]1[CH:13]=[CH:12][CH:11]=[CH:10][CH:9]=1)[C:2]1[CH:7]=[CH:6][CH:5]=[CH:4][CH:3]=1.C(N(CC)CC)C.[CH3:38][C:39]([O:42][C:43](O[C:43]([O:42][C:39]([CH3:41])([CH3:40])[CH3:38])=[O:44])=[O:44])([CH3:41])[CH3:40], predict the reaction product. (2) Given the reactants Br[CH2:2][C:3]1[CH:8]=[CH:7][CH:6]=[CH:5][C:4]=1[O:9][CH3:10].[O:11]1[CH:15]=[CH:14][CH:13]=[C:12]1[CH2:16][NH:17][S:18]([C:21]1[CH:29]=[CH:28][C:24]([C:25]([OH:27])=[O:26])=[CH:23][CH:22]=1)(=[O:20])=[O:19], predict the reaction product. The product is: [O:11]1[CH:15]=[CH:14][CH:13]=[C:12]1[CH2:16][N:17]([CH2:2][C:3]1[CH:8]=[CH:7][CH:6]=[CH:5][C:4]=1[O:9][CH3:10])[S:18]([C:21]1[CH:29]=[CH:28][C:24]([C:25]([OH:27])=[O:26])=[CH:23][CH:22]=1)(=[O:20])=[O:19]. (3) Given the reactants [N:1]([CH:4]([C:6]1[N:7]=[C:8]2[S:21][CH:20]=[C:19]([CH3:22])[N:9]2[C:10](=[O:18])[C:11]=1[C:12]1[CH:17]=[CH:16][CH:15]=[CH:14][CH:13]=1)[CH3:5])=[N+]=[N-].CP(C)C.CCOC(C)=O, predict the reaction product. The product is: [NH2:1][CH:4]([C:6]1[N:7]=[C:8]2[S:21][CH:20]=[C:19]([CH3:22])[N:9]2[C:10](=[O:18])[C:11]=1[C:12]1[CH:17]=[CH:16][CH:15]=[CH:14][CH:13]=1)[CH3:5]. (4) Given the reactants [CH3:1][N:2]([CH3:34])[C:3]1[C:12]2[C:7](=[CH:8][CH:9]=[CH:10][CH:11]=2)[C:6]([C@H:13]2[N:17]3[C:18](=[O:30])[N:19]([CH2:22][CH2:23][N:24]4[CH2:29][CH2:28][O:27][CH2:26][CH2:25]4)[C:20](=[O:21])[C:16]43[CH2:31][NH:32][CH2:33][C@H:15]4[CH2:14]2)=[CH:5][CH:4]=1.[CH2:35]([O:39][C:40]1[CH:47]=[CH:46][C:43]([CH:44]=O)=[CH:42][C:41]=1[OH:48])[CH2:36][CH2:37][CH3:38].C(O[BH-](OC(=O)C)OC(=O)C)(=O)C.[Na+], predict the reaction product. The product is: [CH2:35]([O:39][C:40]1[CH:47]=[CH:46][C:43]([CH2:44][N:32]2[CH2:33][C@@H:15]3[C:16]4([C:20](=[O:21])[N:19]([CH2:22][CH2:23][N:24]5[CH2:25][CH2:26][O:27][CH2:28][CH2:29]5)[C:18](=[O:30])[N:17]4[C@H:13]([C:6]4[C:7]5[C:12](=[CH:11][CH:10]=[CH:9][CH:8]=5)[C:3]([N:2]([CH3:34])[CH3:1])=[CH:4][CH:5]=4)[CH2:14]3)[CH2:31]2)=[CH:42][C:41]=1[OH:48])[CH2:36][CH2:37][CH3:38].